From a dataset of Forward reaction prediction with 1.9M reactions from USPTO patents (1976-2016). Predict the product of the given reaction. (1) Given the reactants [OH:1][C:2]1[CH:7]=[CH:6][C:5]([C:8]([CH3:14])([OH:13])[C:9]([O:11][CH3:12])=[O:10])=[CH:4][CH:3]=1.Br[CH2:16][C:17]([O:19][C:20]([CH3:23])([CH3:22])[CH3:21])=[O:18].C(=O)([O-])[O-].[K+].[K+], predict the reaction product. The product is: [C:20]([O:19][C:17]([CH2:16][O:1][C:2]1[CH:3]=[CH:4][C:5]([C:8]([CH3:14])([OH:13])[C:9]([O:11][CH3:12])=[O:10])=[CH:6][CH:7]=1)=[O:18])([CH3:23])([CH3:22])[CH3:21]. (2) Given the reactants CC(C)([O-])C.[K+].[C:7]([O:11][C:12](=[O:23])[NH:13][CH2:14][CH2:15][C:16]1[CH:21]=[CH:20][C:19]([OH:22])=[CH:18][CH:17]=1)([CH3:10])([CH3:9])[CH3:8].Cl[C:25]1[CH:33]=[CH:32][C:28]([C:29]([NH2:31])=[O:30])=[CH:27][N:26]=1, predict the reaction product. The product is: [C:7]([O:11][C:12](=[O:23])[NH:13][CH2:14][CH2:15][C:16]1[CH:21]=[CH:20][C:19]([O:22][C:25]2[CH:33]=[CH:32][C:28]([C:29](=[O:30])[NH2:31])=[CH:27][N:26]=2)=[CH:18][CH:17]=1)([CH3:10])([CH3:8])[CH3:9]. (3) Given the reactants [CH:1]1([NH:5][S:6]([C:9]2[CH:14]=[CH:13][C:12]([CH3:15])=[CH:11][CH:10]=2)(=[O:8])=[O:7])[CH2:4][CH2:3][CH2:2]1.Br[CH2:17][C:18]1[CH:25]=[CH:24][C:21]([C:22]#[N:23])=[CH:20][C:19]=1[F:26], predict the reaction product. The product is: [C:22]([C:21]1[CH:24]=[CH:25][C:18]([CH2:17][N:5]([CH:1]2[CH2:4][CH2:3][CH2:2]2)[S:6]([C:9]2[CH:10]=[CH:11][C:12]([CH3:15])=[CH:13][CH:14]=2)(=[O:8])=[O:7])=[C:19]([F:26])[CH:20]=1)#[N:23]. (4) Given the reactants C([Li])CCC.[C:6](#[N:8])[CH3:7].[CH2:9]([O:16][C:17]([NH:19][CH:20]1[CH2:29][C:28]2[C:23](=[CH:24][CH:25]=[CH:26][CH:27]=2)[C:22](=[O:30])[CH2:21]1)=[O:18])[C:10]1[CH:15]=[CH:14][CH:13]=[CH:12][CH:11]=1.Cl, predict the reaction product. The product is: [CH2:9]([O:16][C:17]([NH:19][CH:20]1[CH2:29][C:28]2[C:23](=[CH:24][CH:25]=[CH:26][CH:27]=2)[C:22]([CH2:7][C:6]#[N:8])([OH:30])[CH2:21]1)=[O:18])[C:10]1[CH:15]=[CH:14][CH:13]=[CH:12][CH:11]=1. (5) Given the reactants C(O[C:6]([N:8]1[CH2:13][CH2:12][N:11]([C:14]2[CH:15]=[C:16]3[C:20](=[CH:21][CH:22]=2)[NH:19][CH:18]=[CH:17]3)[CH:10]([CH2:23][C:24]2[CH:29]=[CH:28][CH:27]=[CH:26][CH:25]=2)[CH2:9]1)=O)(C)(C)C.[H-].[H-].[H-].[H-].[Li+].[Al+3], predict the reaction product. The product is: [CH2:23]([CH:10]1[CH2:9][N:8]([CH3:6])[CH2:13][CH2:12][N:11]1[C:14]1[CH:15]=[C:16]2[C:20](=[CH:21][CH:22]=1)[NH:19][CH:18]=[CH:17]2)[C:24]1[CH:25]=[CH:26][CH:27]=[CH:28][CH:29]=1. (6) Given the reactants [N+:1]([C:4]1[CH:5]=[C:6]2[C:11](=[CH:12][CH:13]=1)[CH2:10][N:9]([CH2:14][CH2:15][NH:16][C:17](=[O:19])[CH3:18])[CH2:8][CH2:7]2)([O-])=O.[H][H], predict the reaction product. The product is: [NH2:1][C:4]1[CH:5]=[C:6]2[C:11](=[CH:12][CH:13]=1)[CH2:10][N:9]([CH2:14][CH2:15][NH:16][C:17](=[O:19])[CH3:18])[CH2:8][CH2:7]2. (7) Given the reactants [CH3:1][O:2][C:3]1[CH:4]=[C:5]([C:9]([CH3:16])([CH3:15])[C:10](OCC)=[O:11])[CH:6]=[CH:7][CH:8]=1.[H-].[Al+3].[Li+].[H-].[H-].[H-], predict the reaction product. The product is: [CH3:1][O:2][C:3]1[CH:4]=[C:5]([C:9]([CH3:16])([CH3:15])[CH2:10][OH:11])[CH:6]=[CH:7][CH:8]=1.